This data is from Ames mutagenicity test results for genotoxicity prediction. The task is: Regression/Classification. Given a drug SMILES string, predict its toxicity properties. Task type varies by dataset: regression for continuous values (e.g., LD50, hERG inhibition percentage) or binary classification for toxic/non-toxic outcomes (e.g., AMES mutagenicity, cardiotoxicity, hepatotoxicity). Dataset: ames. The drug is Clc1cc(Cl)nc(Cl)n1. The result is 0 (non-mutagenic).